This data is from Forward reaction prediction with 1.9M reactions from USPTO patents (1976-2016). The task is: Predict the product of the given reaction. (1) The product is: [F:30][C:27]1[CH:28]=[CH:29][C:24]([CH2:23][N:13]2[C:14]3[C:15](=[N:16][C:17]([O:20][CH3:21])=[CH:18][CH:19]=3)[C:11]([C:9]([NH:8][C@H:3]3[CH2:4][CH2:5][CH2:6][CH2:7][C@@H:2]3[OH:1])=[O:10])=[CH:12]2)=[CH:25][CH:26]=1. Given the reactants [OH:1][C@H:2]1[CH2:7][CH2:6][CH2:5][CH2:4][C@@H:3]1[NH:8][C:9]([C:11]1[C:15]2=[N:16][C:17]([O:20][CH3:21])=[CH:18][CH:19]=[C:14]2[NH:13][CH:12]=1)=[O:10].Br[CH2:23][C:24]1[CH:29]=[CH:28][C:27]([F:30])=[CH:26][CH:25]=1.C(=O)([O-])[O-].[Cs+].[Cs+], predict the reaction product. (2) Given the reactants Cl[C:2]1[N:7]=[C:6]([C:8]([OH:10])=[O:9])[CH:5]=[CH:4][C:3]=1[C:11]([F:14])([F:13])[F:12].[O:15]1[CH2:19][CH2:18][CH2:17][CH:16]1[CH2:20][OH:21].[OH-].[K+], predict the reaction product. The product is: [O:15]1[CH2:19][CH2:18][CH2:17][CH:16]1[CH2:20][O:21][C:2]1[N:7]=[C:6]([C:8]([OH:10])=[O:9])[CH:5]=[CH:4][C:3]=1[C:11]([F:14])([F:13])[F:12].